Dataset: Full USPTO retrosynthesis dataset with 1.9M reactions from patents (1976-2016). Task: Predict the reactants needed to synthesize the given product. The reactants are: [F:1][CH:2]([F:26])[C:3]1[CH:8]=[CH:7][N:6]=[C:5]([NH:9][C:10]2[CH:15]=[C:14](B3OC(C)(C)C(C)(C)O3)[CH:13]=[C:12]([CH3:25])[CH:11]=2)[N:4]=1.Br[C:28]1[CH:29]=[N:30][N:31]([CH2:33][C:34](=[O:36])[CH3:35])[CH:32]=1.C(=O)([O-])[O-].[Na+].[Na+]. Given the product [F:26][CH:2]([F:1])[C:3]1[CH:8]=[CH:7][N:6]=[C:5]([NH:9][C:10]2[CH:15]=[C:14]([C:28]3[CH:29]=[N:30][N:31]([CH2:33][C:34](=[O:36])[CH3:35])[CH:32]=3)[CH:13]=[C:12]([CH3:25])[CH:11]=2)[N:4]=1, predict the reactants needed to synthesize it.